Dataset: Forward reaction prediction with 1.9M reactions from USPTO patents (1976-2016). Task: Predict the product of the given reaction. Given the reactants [NH:1]([C:3]1[CH:12]=[CH:11][CH:10]=[C:9]2[C:4]=1[CH:5]=[CH:6][CH:7]=[N:8]2)[NH2:2].[F:13][C:14]1[CH:15]=[C:16]([C:20]2([C:26](Cl)=[O:27])[CH2:25][CH2:24][CH2:23][CH2:22][CH2:21]2)[CH:17]=[CH:18][CH:19]=1, predict the reaction product. The product is: [F:13][C:14]1[CH:15]=[C:16]([C:20]2([C:26]([NH:2][NH:1][C:3]3[CH:12]=[CH:11][CH:10]=[C:9]4[C:4]=3[CH:5]=[CH:6][CH:7]=[N:8]4)=[O:27])[CH2:25][CH2:24][CH2:23][CH2:22][CH2:21]2)[CH:17]=[CH:18][CH:19]=1.